Dataset: Catalyst prediction with 721,799 reactions and 888 catalyst types from USPTO. Task: Predict which catalyst facilitates the given reaction. (1) Product: [CH3:24][C:23]([OH:25])([CH3:26])[CH2:22][NH:21][C:2]1[N:7]=[C:6]([C:8]2[CH:13]=[CH:12][CH:11]=[CH:10][CH:9]=2)[N:5]=[C:4]([NH:14][C:15]2[CH:20]=[CH:19][CH:18]=[CH:17][CH:16]=2)[N:3]=1. The catalyst class is: 1. Reactant: Cl[C:2]1[N:7]=[C:6]([C:8]2[CH:13]=[CH:12][CH:11]=[CH:10][CH:9]=2)[N:5]=[C:4]([NH:14][C:15]2[CH:20]=[CH:19][CH:18]=[CH:17][CH:16]=2)[N:3]=1.[NH2:21][CH2:22][C:23]([CH3:26])([OH:25])[CH3:24]. (2) Reactant: C([Sn](CCCC)(CCCC)[C:6]1[N:10]2[CH:11]=[CH:12][C:13]([C:15]([F:18])([F:17])[F:16])=[N:14][C:9]2=[N:8][CH:7]=1)CCC.Br[C:28]1[CH:29]=[CH:30][C:31]([F:34])=[N:32][CH:33]=1. Product: [F:34][C:31]1[CH:30]=[CH:29][C:28]([C:6]2[N:10]3[CH:11]=[CH:12][C:13]([C:15]([F:16])([F:17])[F:18])=[N:14][C:9]3=[N:8][CH:7]=2)=[CH:33][N:32]=1. The catalyst class is: 73.